From a dataset of Full USPTO retrosynthesis dataset with 1.9M reactions from patents (1976-2016). Predict the reactants needed to synthesize the given product. (1) Given the product [O:21]1[CH2:22][CH2:23][N:18]([CH2:17][CH2:16][CH2:15][O:14][C:8]2[CH:7]=[C:6]3[C:11]([C:2]([NH:24][C:25]4[CH:29]=[C:28]([C:30]([CH3:33])([CH3:31])[CH3:32])[Se:27][C:26]=4[C:34]([NH2:36])=[O:35])=[N:3][CH:4]=[N:5]3)=[CH:10][C:9]=2[O:12][CH3:13])[CH2:19][CH2:20]1, predict the reactants needed to synthesize it. The reactants are: Cl[C:2]1[C:11]2[C:6](=[CH:7][C:8]([O:14][CH2:15][CH2:16][CH2:17][N:18]3[CH2:23][CH2:22][O:21][CH2:20][CH2:19]3)=[C:9]([O:12][CH3:13])[CH:10]=2)[N:5]=[CH:4][N:3]=1.[NH2:24][C:25]1[CH:29]=[C:28]([C:30]([CH3:33])([CH3:32])[CH3:31])[Se:27][C:26]=1[C:34]([NH2:36])=[O:35].CN(C=O)C.[OH-].[Na+]. (2) Given the product [CH3:18][O:17][CH2:16][CH2:15][CH2:14][N:11]1[C:12]2[C:8](=[CH:7][CH:6]=[C:5]([C:3]([OH:4])=[O:2])[CH:13]=2)[CH:9]=[CH:10]1, predict the reactants needed to synthesize it. The reactants are: C[O:2][C:3]([C:5]1[CH:13]=[C:12]2[C:8]([CH:9]=[CH:10][N:11]2[CH2:14][CH2:15][CH2:16][O:17][CH3:18])=[CH:7][CH:6]=1)=[O:4].[OH-].[Na+]. (3) Given the product [CH3:35][O:36][C:37]([C:39]1[N:40]([CH2:60][CH2:61][F:62])[CH:41]=[C:42]([C:44]2([C:52]3[CH:57]=[CH:56][C:55]([F:58])=[C:54]([C:24]4[CH:25]=[N:20][CH:21]=[N:22][CH:23]=4)[CH:53]=3)[C:48](=[O:49])[N:47]([CH3:50])[C:46]([NH2:51])=[N:45]2)[CH:43]=1)=[O:38], predict the reactants needed to synthesize it. The reactants are: C1(P(C2C=CC=CC=2)C2C=CC=CC=2)C=CC=CC=1.[N:20]1[CH:25]=[C:24](B(O)O)[CH:23]=[N:22][CH:21]=1.C([O-])([O-])=O.[Na+].[Na+].[CH3:35][O:36][C:37]([C:39]1[N:40]([CH2:60][CH2:61][F:62])[CH:41]=[C:42]([C:44]2([C:52]3[CH:57]=[CH:56][C:55]([F:58])=[C:54](Br)[CH:53]=3)[C:48](=[O:49])[N:47]([CH3:50])[C:46]([NH2:51])=[N:45]2)[CH:43]=1)=[O:38]. (4) Given the product [CH2:15]([C:11]1[C:12]([OH:14])=[N:13][C:8]([C:5]2[N:6]=[CH:7][C:2]([NH:1][C:32](=[O:33])[CH2:31][Cl:30])=[CH:3][CH:4]=2)=[N:9][C:10]=1[CH3:22])[C:16]1[CH:17]=[CH:18][CH:19]=[CH:20][CH:21]=1, predict the reactants needed to synthesize it. The reactants are: [NH2:1][C:2]1[CH:3]=[CH:4][C:5]([C:8]2[N:13]=[C:12]([OH:14])[C:11]([CH2:15][C:16]3[CH:21]=[CH:20][CH:19]=[CH:18][CH:17]=3)=[C:10]([CH3:22])[N:9]=2)=[N:6][CH:7]=1.C(N(CC)CC)C.[Cl:30][CH2:31][C:32](Cl)=[O:33]. (5) Given the product [CH3:33][N:34]([CH2:35][C:36]1[O:37][C:38]2[CH:45]=[CH:44][CH:43]=[CH:42][C:39]=2[C:40]=1[CH3:41])[C:20](=[O:22])[CH:19]=[CH:18][C:16]1[CH:15]=[N:14][C:12]2[NH:13][C:7](=[O:6])[CH2:8][O:9][CH2:10][C:11]=2[CH:17]=1, predict the reactants needed to synthesize it. The reactants are: C(Cl)CCl.Cl.[O:6]=[C:7]1[NH:13][C:12]2[N:14]=[CH:15][C:16]([CH:18]=[CH:19][C:20]([OH:22])=O)=[CH:17][C:11]=2[CH2:10][O:9][CH2:8]1.C1C=CC2N(O)N=NC=2C=1.[CH3:33][NH:34][CH2:35][C:36]1[O:37][C:38]2[CH:45]=[CH:44][CH:43]=[CH:42][C:39]=2[C:40]=1[CH3:41].C(N(C(C)C)C(C)C)C. (6) The reactants are: [CH3:1][C:2]1[CH:6]=[CH:5][O:4][C:3]=1[C:7]([NH:9][C:10]1[CH:11]=[C:12]([CH:26]=[CH:27][CH:28]=1)[O:13][C:14]1[CH:19]=[CH:18][N:17]=[C:16]2[CH:20]=[C:21]([C:23]([OH:25])=O)[S:22][C:15]=12)=[O:8].C1CN([P+](ON2N=NC3C=CC=CC2=3)(N2CCCC2)N2CCCC2)CC1.F[P-](F)(F)(F)(F)F.C(N(CC)C(C)C)(C)C.Cl.Cl.[NH2:73][CH2:74][CH2:75][CH2:76][NH:77][CH2:78][C:79]([O:81][CH3:82])=[O:80]. Given the product [CH3:1][C:2]1[CH:6]=[CH:5][O:4][C:3]=1[C:7]([NH:9][C:10]1[CH:11]=[C:12]([CH:26]=[CH:27][CH:28]=1)[O:13][C:14]1[CH:19]=[CH:18][N:17]=[C:16]2[CH:20]=[C:21]([C:23]([NH:73][CH2:74][CH2:75][CH2:76][NH:77][CH2:78][C:79]([O:81][CH3:82])=[O:80])=[O:25])[S:22][C:15]=12)=[O:8], predict the reactants needed to synthesize it. (7) Given the product [NH2:1][C:2]1[CH:10]=[CH:9][CH:8]=[CH:7][C:3]=1[C:4]([N:18]([CH3:19])[CH3:16])=[O:5], predict the reactants needed to synthesize it. The reactants are: [NH2:1][C:2]1[CH:10]=[CH:9][CH:8]=[CH:7][C:3]=1[C:4](O)=[O:5].C1COCC1.[CH2:16]([NH:18][CH2:19]C)C.